Dataset: Full USPTO retrosynthesis dataset with 1.9M reactions from patents (1976-2016). Task: Predict the reactants needed to synthesize the given product. (1) Given the product [CH3:1][C:2]1[C:3]([C:22]2[CH:27]=[CH:26][CH:25]=[C:24]([C:28]([F:31])([F:29])[F:30])[CH:23]=2)=[N:4][C:5]2[C:10]([C:11]=1[C:12]([O:14][CH3:15])=[O:13])=[CH:9][C:8]([S:49]([CH:33]([CH3:34])[CH3:42])(=[O:52])=[O:48])=[C:7]([O:20][CH3:21])[CH:6]=2, predict the reactants needed to synthesize it. The reactants are: [CH3:1][C:2]1[C:3]([C:22]2[CH:27]=[CH:26][CH:25]=[C:24]([C:28]([F:31])([F:30])[F:29])[CH:23]=2)=[N:4][C:5]2[C:10]([C:11]=1[C:12]([O:14][CH3:15])=[O:13])=[CH:9][C:8](SC(C)C)=[C:7]([O:20][CH3:21])[CH:6]=2.Cl[C:33]1[CH:34]=C(C=C[CH:42]=1)C(OO)=O.C([O-])(O)=O.[Na+].[O-:48][S:49]([O-:52])(=S)=O.[Na+].[Na+]. (2) The reactants are: [CH3:1][O:2][C:3](=[O:18])[C@@H:4]([O:15][CH2:16][CH3:17])[CH2:5][C:6]1[CH:11]=[CH:10][C:9]([OH:12])=[CH:8][C:7]=1[CH2:13][CH3:14].Cl[CH2:20][C:21]1[N:22]=[C:23]([C:27]2[CH:32]=[CH:31][CH:30]=[CH:29][C:28]=2[CH3:33])[O:24][C:25]=1[CH3:26].C(=O)([O-])[O-].[Cs+].[Cs+].[I-].[K+]. Given the product [CH3:1][O:2][C:3](=[O:18])[C@@H:4]([O:15][CH2:16][CH3:17])[CH2:5][C:6]1[CH:11]=[CH:10][C:9]([O:12][CH2:20][C:21]2[N:22]=[C:23]([C:27]3[CH:32]=[CH:31][CH:30]=[CH:29][C:28]=3[CH3:33])[O:24][C:25]=2[CH3:26])=[CH:8][C:7]=1[CH2:13][CH3:14], predict the reactants needed to synthesize it.